This data is from Reaction yield outcomes from USPTO patents with 853,638 reactions. The task is: Predict the reaction yield, written as a fraction of the theoretical maximum amount of product (1.0 means a 100% yield; for example, 0.34 means a 34% yield). (1) The product is [C:6]([N:9]1[CH2:14][CH2:13][CH:12]([N:15]2[C:28](=[O:29])[C@H:27]([NH:30][C:31]([N:35]3[CH2:36][CH2:37][CH:38]([N:41]4[CH2:50][C:49]5[C:44](=[CH:45][CH:46]=[CH:47][CH:48]=5)[NH:43][C:42]4=[O:51])[CH2:39][CH2:40]3)=[O:33])[CH2:26][C:25]3[CH:24]=[CH:23][C:22]4[NH:21][N:20]=[CH:19][C:18]=4[C:17]=3[CH2:16]2)[CH2:11][CH2:10]1)(=[O:8])[CH3:7]. The yield is 0.280. No catalyst specified. The reactants are CS(O)(=O)=O.[C:6]([N:9]1[CH2:14][CH2:13][CH:12]([N:15]2[C:28](=[O:29])[C@H:27]([NH2:30])[CH2:26][C:25]3[CH:24]=[CH:23][C:22]4[NH:21][N:20]=[CH:19][C:18]=4[C:17]=3[CH2:16]2)[CH2:11][CH2:10]1)(=[O:8])[CH3:7].[C:31](O)(=[O:33])C.[NH:35]1[CH2:40][CH2:39][CH:38]([N:41]2[CH2:50][C:49]3[C:44](=[CH:45][CH:46]=[CH:47][CH:48]=3)[NH:43][C:42]2=[O:51])[CH2:37][CH2:36]1. (2) The reactants are N[C:2]1[CH:7]=[CH:6][CH:5]=[CH:4][C:3]=1[S:8]([NH:11][C:12]1[CH:13]=[C:14]([F:22])[CH:15]=[C:16]2[C:21]=1[N:20]=[CH:19][CH:18]=[CH:17]2)(=[O:10])=[O:9].N(OC(C)(C)C)=O.CC(O)=O. The catalyst is C1COCC1. The product is [F:22][C:14]1[CH:15]=[C:16]2[C:21]([N:20]=[CH:19][CH:18]=[CH:17]2)=[C:12]2[C:13]=1[C:4]1[C:3]([S:8](=[O:10])(=[O:9])[NH:11]2)=[CH:2][CH:7]=[CH:6][CH:5]=1. The yield is 0.190. (3) The reactants are S(=O)(=O)(O)O.[Cl:6][C:7]1[N:8]=[N:9][C:10]([Cl:13])=[CH:11][CH:12]=1.[CH:14]1(C(O)=O)[CH2:17][CH2:16][CH2:15]1.S(OOS([O-])(=O)=O)([O-])(=O)=O.[NH4+].[NH4+].N. The catalyst is O.[N+]([O-])([O-])=O.[Ag+]. The product is [Cl:6][C:7]1[N:8]=[N:9][C:10]([Cl:13])=[CH:11][C:12]=1[CH:14]1[CH2:17][CH2:16][CH2:15]1. The yield is 0.820.